The task is: Predict the product of the given reaction.. This data is from Forward reaction prediction with 1.9M reactions from USPTO patents (1976-2016). Given the reactants CC1(C)C(C)(C)OB([C:9]2[CH:14]=[CH:13][CH:12]=[CH:11][C:10]=2[NH:15][S:16]([CH3:19])(=[O:18])=[O:17])O1.Br[C:22]1[N:30]2[C:25]([CH:26]=[N:27][C:28]([S:31][CH3:32])=[N:29]2)=[CH:24][C:23]=1[CH3:33], predict the reaction product. The product is: [CH3:33][C:23]1[CH:24]=[C:25]2[N:30]([C:22]=1[C:9]1[CH:14]=[CH:13][CH:12]=[CH:11][C:10]=1[NH:15][S:16]([CH3:19])(=[O:17])=[O:18])[N:29]=[C:28]([S:31][CH3:32])[N:27]=[CH:26]2.